Dataset: Reaction yield outcomes from USPTO patents with 853,638 reactions. Task: Predict the reaction yield, written as a fraction of the theoretical maximum amount of product (1.0 means a 100% yield; for example, 0.34 means a 34% yield). (1) The reactants are [NH:1]1[C:9]2[C:4](=[N:5][CH:6]=[C:7]([C:10]([O:12]C)=[O:11])[CH:8]=2)[CH:3]=[N:2]1.[OH-].[Na+]. The catalyst is CO.O. The product is [NH:1]1[C:9]2[C:4](=[N:5][CH:6]=[C:7]([C:10]([OH:12])=[O:11])[CH:8]=2)[CH:3]=[N:2]1. The yield is 0.210. (2) The reactants are [Cl:1][C:2]1[CH:10]=[C:9]2[C:5]([C@@:6]3([C:19]4([CH2:24][CH2:23][C:22]([CH3:26])([CH3:25])[CH2:21][CH2:20]4)[N:18]4[C@@H:13]([C:14](=[O:39])[O:15][C@@H:16]([C:33]5[CH:38]=[CH:37][CH:36]=[CH:35][CH:34]=5)[C@H:17]4[C:27]4[CH:32]=[CH:31][CH:30]=[CH:29][CH:28]=4)[C@@H:12]3[C:40]3[CH:45]=[CH:44][N:43]=[C:42]([Cl:46])[C:41]=3[F:47])[C:7](=[O:11])[NH:8]2)=[CH:4][CH:3]=1.C(=O)([O-])[O-:49].[K+].[K+].S([O-])([O-])(=O)=O.[Mg+2]. The catalyst is C(#N)C.O. The product is [Cl:1][C:2]1[CH:10]=[C:9]2[C:5]([C:6]3([C@@H:12]([C:40]4[CH:45]=[CH:44][N:43]=[C:42]([Cl:46])[C:41]=4[F:47])[C@H:13]([C:14]([OH:49])=[O:39])[N:18]([C@H:17]([C:27]4[CH:32]=[CH:31][CH:30]=[CH:29][CH:28]=4)[C@@H:16]([OH:15])[C:33]4[CH:38]=[CH:37][CH:36]=[CH:35][CH:34]=4)[C:19]43[CH2:24][CH2:23][C:22]([CH3:26])([CH3:25])[CH2:21][CH2:20]4)[C:7](=[O:11])[NH:8]2)=[CH:4][CH:3]=1. The yield is 1.00. (3) The reactants are C(N(CC)C(C)C)(C)C.O([C:17]([NH:19][C:20]1[CH:25]=[C:24]([O:26][C:27]2[C:32]([F:33])=[CH:31][C:30]([NH:34][C:35]([C:37]3([C:40]([O:42][CH2:43][C:44]4[CH:49]=[CH:48][CH:47]=[CH:46][CH:45]=4)=[O:41])[CH2:39][CH2:38]3)=[O:36])=[C:29]([F:50])[CH:28]=2)[CH:23]=[CH:22][N:21]=1)=[O:18])C1C=CC=CC=1.Cl.[OH:52][C@@H:53]1[CH2:57][CH2:56][NH:55][CH2:54]1.C(=O)([O-])O.[Na+]. The catalyst is CN1CCCC1=O. The product is [F:50][C:29]1[CH:28]=[C:27]([O:26][C:24]2[CH:23]=[CH:22][N:21]=[C:20]([NH:19][C:17]([N:55]3[CH2:56][CH2:57][C@@H:53]([OH:52])[CH2:54]3)=[O:18])[CH:25]=2)[C:32]([F:33])=[CH:31][C:30]=1[NH:34][C:35]([C:37]1([C:40]([O:42][CH2:43][C:44]2[CH:45]=[CH:46][CH:47]=[CH:48][CH:49]=2)=[O:41])[CH2:38][CH2:39]1)=[O:36]. The yield is 0.900. (4) The reactants are [Cl:1][C:2]1[C:3]([F:15])=[C:4]([NH:8][CH2:9][C:10]2[NH:11][CH:12]=[N:13][CH:14]=2)[CH:5]=[CH:6][CH:7]=1.[CH:16](=O)[CH3:17].C([BH3-])#N.[Na+]. The catalyst is CO.[Cl-].[Zn+2].[Cl-]. The product is [Cl:1][C:2]1[C:3]([F:15])=[C:4]([N:8]([CH2:16][CH3:17])[CH2:9][C:10]2[NH:11][CH:12]=[N:13][CH:14]=2)[CH:5]=[CH:6][CH:7]=1. The yield is 0.630. (5) The reactants are [C:1](O)([C:3]([F:6])([F:5])[F:4])=O.C1C=CC(P(C2C=CC=CC=2)C2C=CC=CC=2)=CC=1.CCN(CC)CC.[CH3:34][O:35][C:36]([C:38]1[CH:39]=[C:40]([C:45]2[CH:50]=[CH:49][C:48]([CH3:51])=[CH:47][CH:46]=2)[CH:41]=[C:42]([NH2:44])[CH:43]=1)=[O:37].C(Cl)(Cl)(Cl)[Cl:53]. No catalyst specified. The product is [CH3:34][O:35][C:36]([C:38]1[CH:39]=[C:40]([C:45]2[CH:50]=[CH:49][C:48]([CH3:51])=[CH:47][CH:46]=2)[CH:41]=[C:42](/[N:44]=[C:1](\[Cl:53])/[C:3]([F:6])([F:5])[F:4])[CH:43]=1)=[O:37]. The yield is 0.600. (6) The reactants are C(=O)([O-])[O-].[K+].[K+].[C:7]([B-](F)(F)F)([CH3:9])=[CH2:8].[K+].Br[C:16]1[C:17]([O:25][CH3:26])=[N:18][CH:19]=[C:20]([N+:22]([O-])=O)[CH:21]=1.[H][H]. The catalyst is O1CCOCC1.O.[Pd].CO. The product is [CH:7]([C:16]1[CH:21]=[C:20]([NH2:22])[CH:19]=[N:18][C:17]=1[O:25][CH3:26])([CH3:9])[CH3:8]. The yield is 1.00. (7) The reactants are [Br:1][C:2]1[CH:3]=[CH:4][C:5]([O:16][CH2:17][CH2:18][CH3:19])=[C:6]([C:8]2[CH:13]=[C:12]([Cl:14])[N:11]=[C:10]([NH2:15])[N:9]=2)[CH:7]=1.NC1N=[C:25](C2C=C(Br)C=CC=2O)[CH:24]=[C:23](Cl)N=1.C(O)CCCCC. No catalyst specified. The product is [Br:1][C:2]1[CH:3]=[CH:4][C:5]([O:16][CH2:17][CH2:18][CH2:19][CH2:23][CH2:24][CH3:25])=[C:6]([C:8]2[CH:13]=[C:12]([Cl:14])[N:11]=[C:10]([NH2:15])[N:9]=2)[CH:7]=1. The yield is 0.470.